Dataset: Full USPTO retrosynthesis dataset with 1.9M reactions from patents (1976-2016). Task: Predict the reactants needed to synthesize the given product. (1) Given the product [CH3:11][N:12]1[CH2:13][CH:14]=[C:15]([C:2]2[N:6]([CH3:7])[N:5]=[CH:4][C:3]=2[N+:8]([O-:10])=[O:9])[CH2:16][CH2:17]1, predict the reactants needed to synthesize it. The reactants are: Cl[C:2]1[N:6]([CH3:7])[N:5]=[CH:4][C:3]=1[N+:8]([O-:10])=[O:9].[CH3:11][N:12]1[CH2:17][CH:16]=[C:15](B2OC(C)(C)C(C)(C)O2)[CH2:14][CH2:13]1.C([O-])([O-])=O.[Na+].[Na+].CC([O-])=O.[K+]. (2) Given the product [NH2:45][C:43]([NH:42][C:38]1[CH:37]=[C:36]([CH2:35][CH2:34][CH:31]2[CH2:32][CH2:33][N:28]([C:9]([O:11][C:12]3[CH:13]=[N:14][CH:15]=[C:16]([CH:21]=3)[C:17]([O:19][CH3:20])=[O:18])=[O:10])[CH2:29][CH2:30]2)[CH:41]=[CH:40][CH:39]=1)=[O:44], predict the reactants needed to synthesize it. The reactants are: [N+](C1C=CC(O[C:9]([O:11][C:12]2[CH:13]=[N:14][CH:15]=[C:16]([CH:21]=2)[C:17]([O:19][CH3:20])=[O:18])=[O:10])=CC=1)([O-])=O.C(#N)C.Cl.[NH:28]1[CH2:33][CH2:32][CH:31]([CH2:34][CH2:35][C:36]2[CH:37]=[C:38]([NH:42][C:43]([NH2:45])=[O:44])[CH:39]=[CH:40][CH:41]=2)[CH2:30][CH2:29]1. (3) The reactants are: [Br:1][C:2]1[N:7]=[CH:6][C:5]2[NH:8][C:9](=[O:23])[N:10]([C:11]([CH3:22])([CH3:21])[CH2:12][O:13][Si](C(C)(C)C)(C)C)[C:4]=2[CH:3]=1.[F-].C([N+](CCCC)(CCCC)CCCC)CCC. Given the product [Br:1][C:2]1[N:7]=[CH:6][C:5]2[NH:8][C:9](=[O:23])[N:10]([C:11]([CH3:21])([CH3:22])[CH2:12][OH:13])[C:4]=2[CH:3]=1, predict the reactants needed to synthesize it. (4) Given the product [CH3:1][N:2]1[CH2:19][C:17]2=[C:18]3[C:13](=[C:14]([O:20][CH3:21])[CH:15]=[CH:16]2)[O:12][C@@H:11]2[C@:5]3([CH:6]=[CH:7][C@H:8]([OH:9])[CH2:10]2)[CH2:4][CH2:3]1.[B:22]([F:25])([F:24])[F:23], predict the reactants needed to synthesize it. The reactants are: [CH3:1][N:2]1[CH2:19][C:17]2=[C:18]3[C:13](=[C:14]([O:20][CH3:21])[CH:15]=[CH:16]2)[O:12][C@@H:11]2[C@:5]3([CH:6]=[CH:7][C:8]([CH2:10]2)=[O:9])[CH2:4][CH2:3]1.[B:22]([F:25])([F:24])[F:23].C1COCC1.CCC(C)[BH-](C(C)CC)C(C)CC.[Li+]. (5) Given the product [CH3:34][O:36][C:37]([C:4]1[O:3][C:1]([CH3:2])=[N:7][C:6]=1[C:10]1[CH:14]=[CH:13][C:12]([F:11])=[CH:17][CH:16]=1)=[O:38], predict the reactants needed to synthesize it. The reactants are: [CH2:1]([O:3][C:4]([C:6]1[N:7]=CS[CH:10]=1)=O)[CH3:2].[F:11][C:12]1[CH:17]=[CH:16]C(C2N=C(C)OC=2C(=S)N)=[CH:14][CH:13]=1.BrCC(=O)C([O-])=O.[CH2:34]([O:36][C:37](C1N=C(C2OC(C)=NC=2C2C=CC(F)=CC=2)SC=1)=[O:38])C.CC(N)C. (6) Given the product [CH3:31][C@H:14]1[N:13]([S:27]([C:24]2[CH:25]=[CH:26][C:21]([C:19]3[N:18]=[N:17][S:16][CH:20]=3)=[CH:22][CH:23]=2)(=[O:29])=[O:28])[CH2:12][CH2:11][N:10]([C:8]([C:2]2[CH:3]=[CH:4][CH:5]=[CH:6][CH:7]=2)=[O:9])[CH2:15]1, predict the reactants needed to synthesize it. The reactants are: Cl.[C:2]1([C:8]([N:10]2[CH2:15][CH2:14][NH:13][CH2:12][CH2:11]2)=[O:9])[CH:7]=[CH:6][CH:5]=[CH:4][CH:3]=1.[S:16]1[CH:20]=[C:19]([C:21]2[CH:26]=[CH:25][C:24]([S:27](Cl)(=[O:29])=[O:28])=[CH:23][CH:22]=2)[N:18]=[N:17]1.[CH2:31](N(CC)CC)C.O1CCCC1. (7) Given the product [CH3:1][O:2][C:3]1[CH:8]=[C:7]([O:9][CH3:10])[CH:6]=[CH:5][C:4]=1[C:11]([N:13]1[CH2:20][CH:19]2[CH2:18][N:17]([C:22]3[S:23][C:24]4[CH:30]=[C:29]([F:31])[CH:28]=[CH:27][C:25]=4[N:26]=3)[CH2:16][CH:15]2[CH2:14]1)=[O:12], predict the reactants needed to synthesize it. The reactants are: [CH3:1][O:2][C:3]1[CH:8]=[C:7]([O:9][CH3:10])[CH:6]=[CH:5][C:4]=1[C:11]([N:13]1[CH2:20][CH:19]2[CH:15]([CH2:16][NH:17][CH2:18]2)[CH2:14]1)=[O:12].Cl[C:22]1[S:23][C:24]2[CH:30]=[C:29]([F:31])[CH:28]=[CH:27][C:25]=2[N:26]=1.